Dataset: Reaction yield outcomes from USPTO patents with 853,638 reactions. Task: Predict the reaction yield, written as a fraction of the theoretical maximum amount of product (1.0 means a 100% yield; for example, 0.34 means a 34% yield). (1) The reactants are [N:1]([CH:4]1[C:16]2[CH:15]=[CH:14][CH:13]=[CH:12][C:11]=2[C:10]2[C:5]1=[CH:6][CH:7]=[CH:8][CH:9]=2)=[N+:2]=[N-].P. The catalyst is C1(C)C=CC=CC=1. The product is [N+:1](=[C:4]1[C:16]2[CH:15]=[CH:14][CH:13]=[CH:12][C:11]=2[C:10]2[C:5]1=[CH:6][CH:7]=[CH:8][CH:9]=2)=[N-:2]. The yield is 0.850. (2) The reactants are [F:1][C:2]1[CH:7]=[C:6]([N:8]2[CH2:13][CH2:12][O:11][CH2:10][CH2:9]2)[C:5]([F:14])=[CH:4][C:3]=1[N:15]1[CH:20]=[C:19]([O:21][CH3:22])[C:18](=[O:23])[C:17]([C:24](O)=[O:25])=[N:16]1.Cl.[CH3:28][NH:29][O:30][CH3:31].C1C=CC2N(O)N=NC=2C=1.C(N(CC)CC)C.CCN=C=NCCCN(C)C. The catalyst is CN(C=O)C.CCOC(C)=O. The product is [F:1][C:2]1[CH:7]=[C:6]([N:8]2[CH2:9][CH2:10][O:11][CH2:12][CH2:13]2)[C:5]([F:14])=[CH:4][C:3]=1[N:15]1[CH:20]=[C:19]([O:21][CH3:22])[C:18](=[O:23])[C:17]([C:24]([N:29]([O:30][CH3:31])[CH3:28])=[O:25])=[N:16]1. The yield is 0.580.